This data is from Forward reaction prediction with 1.9M reactions from USPTO patents (1976-2016). The task is: Predict the product of the given reaction. The product is: [C:24]1([CH2:23][CH2:22][C@@H:21]([OH:30])[CH2:3][CH:2]=[CH2:1])[CH:29]=[CH:28][CH:27]=[CH:26][CH:25]=1. Given the reactants [CH2:1]([Si]1(OC(C)C)N(C)[C@@H](C)[C@H](C2C=CC=CC=2)O1)[CH:2]=[CH2:3].[CH:21](=[O:30])[CH2:22][CH2:23][C:24]1[CH:29]=[CH:28][CH:27]=[CH:26][CH:25]=1.Cl.CCOC(C)=O, predict the reaction product.